From a dataset of Forward reaction prediction with 1.9M reactions from USPTO patents (1976-2016). Predict the product of the given reaction. Given the reactants [NH2:1][C:2]1[S:6][N:5]=[C:4]([CH3:7])[C:3]=1[C:8]([NH:10][C:11]1[CH:16]=[CH:15][C:14]([F:17])=[C:13]([F:18])[CH:12]=1)=[O:9].Cl[C:20]1[CH:25]=[CH:24][N:23]2[N:26]=[CH:27][CH:28]=[C:22]2[N:21]=1.C(=O)([O-])[O-].[Cs+].[Cs+].CC1(C)C2C(=C(P(C3C=CC=CC=3)C3C=CC=CC=3)C=CC=2)OC2C(P(C3C=CC=CC=3)C3C=CC=CC=3)=CC=CC1=2, predict the reaction product. The product is: [F:18][C:13]1[CH:12]=[C:11]([NH:10][C:8]([C:3]2[C:4]([CH3:7])=[N:5][S:6][C:2]=2[NH:1][C:20]2[CH:25]=[CH:24][N:23]3[N:26]=[CH:27][CH:28]=[C:22]3[N:21]=2)=[O:9])[CH:16]=[CH:15][C:14]=1[F:17].